Dataset: Peptide-MHC class II binding affinity with 134,281 pairs from IEDB. Task: Regression. Given a peptide amino acid sequence and an MHC pseudo amino acid sequence, predict their binding affinity value. This is MHC class II binding data. (1) The peptide sequence is SRNSTHEMYWVSRASGNV. The MHC is DRB1_1501 with pseudo-sequence DRB1_1501. The binding affinity (normalized) is 0.397. (2) The peptide sequence is HAFSNLPNISRIYVSIDVT. The MHC is DRB1_0301 with pseudo-sequence DRB1_0301. The binding affinity (normalized) is 0.0503.